The task is: Regression. Given a peptide amino acid sequence and an MHC pseudo amino acid sequence, predict their binding affinity value. This is MHC class I binding data.. This data is from Peptide-MHC class I binding affinity with 185,985 pairs from IEDB/IMGT. (1) The peptide sequence is VLLEFQSHL. The binding affinity (normalized) is 0.951. The MHC is H-2-Kb with pseudo-sequence H-2-Kb. (2) The peptide sequence is KEGKLQCRI. The MHC is HLA-A02:01 with pseudo-sequence HLA-A02:01. The binding affinity (normalized) is 0.0847.